From a dataset of Reaction yield outcomes from USPTO patents with 853,638 reactions. Predict the reaction yield, written as a fraction of the theoretical maximum amount of product (1.0 means a 100% yield; for example, 0.34 means a 34% yield). The reactants are [Br:1][C:2]1[CH:3]=[C:4]([O:29][C:30]2[CH:35]=[CH:34][C:33]([F:36])=[CH:32][CH:31]=2)[C:5]([NH:8][C:9]2[S:10][CH:11]=[C:12]([CH2:14][N:15]3[CH2:20][CH2:19][N:18](C(OC(C)(C)C)=O)[CH2:17][C:16]3=[O:28])[N:13]=2)=[N:6][CH:7]=1.Cl.O1CCOCC1. The catalyst is C(Cl)Cl.CCOCC. The product is [Br:1][C:2]1[CH:3]=[C:4]([O:29][C:30]2[CH:35]=[CH:34][C:33]([F:36])=[CH:32][CH:31]=2)[C:5]([NH:8][C:9]2[S:10][CH:11]=[C:12]([CH2:14][N:15]3[CH2:20][CH2:19][NH:18][CH2:17][C:16]3=[O:28])[N:13]=2)=[N:6][CH:7]=1. The yield is 0.730.